Dataset: Forward reaction prediction with 1.9M reactions from USPTO patents (1976-2016). Task: Predict the product of the given reaction. (1) Given the reactants [Br:1][C:2]1[CH:7]=[CH:6][C:5]([S:8]([N:11]2[CH2:18][CH2:17][C:14]3([O:16][CH2:15]3)[CH2:13][CH2:12]2)(=[O:10])=[O:9])=[CH:4][CH:3]=1.[F:19][C:20]([F:24])([F:23])[CH2:21][NH2:22].[Al], predict the reaction product. The product is: [Br:1][C:2]1[CH:7]=[CH:6][C:5]([S:8]([N:11]2[CH2:18][CH2:17][C:14]([CH2:15][NH:22][CH2:21][C:20]([F:24])([F:23])[F:19])([OH:16])[CH2:13][CH2:12]2)(=[O:10])=[O:9])=[CH:4][CH:3]=1. (2) Given the reactants [Br:1][C:2]1[CH:3]=[C:4]2[C:12](=[C:13]([C:15](=[O:17])[NH2:16])[CH:14]=1)[NH:11][C:10]1[CH2:9][CH2:8][CH:7]([C:18]([O:20][CH2:21][CH3:22])=[O:19])[CH2:6][C:5]2=1.C(C1C(=O)C(Cl)=C(Cl)C(=O)C=1C#N)#N, predict the reaction product. The product is: [Br:1][C:2]1[CH:3]=[C:4]2[C:12](=[C:13]([C:15](=[O:17])[NH2:16])[CH:14]=1)[NH:11][C:10]1[CH:9]=[CH:8][C:7]([C:18]([O:20][CH2:21][CH3:22])=[O:19])=[CH:6][C:5]2=1. (3) Given the reactants [NH2:1][C:2]1[C:7]([C:8]([C:10]2[CH:15]=[C:14]([F:16])[CH:13]=[CH:12][C:11]=2[O:17][CH3:18])=[O:9])=[CH:6][N:5]=[C:4](S(CC)(=O)=O)[N:3]=1.[C:24]([O:28][C:29]([N:31]1[CH2:35][CH2:34][C@H:33]([NH2:36])[CH2:32]1)=[O:30])([CH3:27])([CH3:26])[CH3:25], predict the reaction product. The product is: [C:24]([O:28][C:29]([N:31]1[CH2:35][CH2:34][C@H:33]([NH:36][C:4]2[N:3]=[C:2]([NH2:1])[C:7]([C:8](=[O:9])[C:10]3[CH:15]=[C:14]([F:16])[CH:13]=[CH:12][C:11]=3[O:17][CH3:18])=[CH:6][N:5]=2)[CH2:32]1)=[O:30])([CH3:27])([CH3:25])[CH3:26]. (4) The product is: [O:34]1[C:26]2[CH:25]=[CH:24][C:29]([CH2:30][NH:1][CH2:2][CH2:3][C@@H:4]3[C@@H:12]([C@@:13]4([CH3:21])[CH2:18][CH2:17][C@H:16]([OH:19])[CH2:15][C@@H:14]4[OH:20])[CH2:11][CH2:10][C@@:9]4([CH3:22])[C@H:5]3[CH2:6][CH2:7][C:8]4=[CH2:23])=[CH:28][C:27]=2[O:32][CH2:33]1. Given the reactants [NH2:1][CH2:2][CH2:3][C@@H:4]1[C@@H:12]([C@@:13]2([CH3:21])[CH2:18][CH2:17][C@H:16]([OH:19])[CH2:15][C@@H:14]2[OH:20])[CH2:11][CH2:10][C@@:9]2([CH3:22])[C@H:5]1[CH2:6][CH2:7][C:8]2=[CH2:23].[CH:24]1[C:29]([CH:30]=O)=[CH:28][C:27]2[O:32][CH2:33][O:34][C:26]=2[CH:25]=1.[O-]S([O-])(=O)=O.[Mg+2].[BH4-].[Na+], predict the reaction product. (5) Given the reactants [C:1]([CH2:3][C:4]([O:6][CH2:7][CH3:8])=[O:5])#[N:2].[CH3:9][O:10][C:11]1[CH:12]=[C:13]([C:21](=O)[CH3:22])[CH:14]=[C:15]([O:19][CH3:20])[C:16]=1[O:17][CH3:18].N1CCOCC1.BrC1C=CC2OC(C(NC3[S:43]C=C(C4C=CC(Cl)=CC=4)C=3C(O)=O)=O)=NC=2C=1, predict the reaction product. The product is: [NH2:2][C:1]1[S:43][CH:22]=[C:21]([C:13]2[CH:12]=[C:11]([O:10][CH3:9])[C:16]([O:17][CH3:18])=[C:15]([O:19][CH3:20])[CH:14]=2)[C:3]=1[C:4]([O:6][CH2:7][CH3:8])=[O:5].